Dataset: Catalyst prediction with 721,799 reactions and 888 catalyst types from USPTO. Task: Predict which catalyst facilitates the given reaction. (1) Reactant: [F:1][CH:2]1[CH:6]([NH:7][C:8]2[N:13]=[C:12]([CH3:14])[CH:11]=[C:10]([N:15]3[CH2:20][CH2:19][O:18][CH2:17][CH2:16]3)[N:9]=2)[CH2:5][N:4](C(OCC2C=CC=CC=2)=O)[CH2:3]1. Product: [F:1][CH:2]1[CH2:3][NH:4][CH2:5][CH:6]1[NH:7][C:8]1[N:13]=[C:12]([CH3:14])[CH:11]=[C:10]([N:15]2[CH2:16][CH2:17][O:18][CH2:19][CH2:20]2)[N:9]=1. The catalyst class is: 19. (2) Reactant: Cl[CH:2]([F:4])[F:3].[I:5][C:6]1[C:7](=[O:23])[C:8]2[CH:13]=[CH:12][NH:11][C:10](=[O:14])[C:9]=2[O:15][C:16]=1[C:17]1[CH:22]=[CH:21][CH:20]=[CH:19][CH:18]=1.C(=O)([O-])[O-].[K+].[K+]. Product: [F:3][CH:2]([F:4])[O:14][C:10]1[N:11]=[CH:12][CH:13]=[C:8]2[C:7](=[O:23])[C:6]([I:5])=[C:16]([C:17]3[CH:22]=[CH:21][CH:20]=[CH:19][CH:18]=3)[O:15][C:9]=12. The catalyst class is: 3.